This data is from Blood-brain barrier permeability classification from the B3DB database. The task is: Regression/Classification. Given a drug SMILES string, predict its absorption, distribution, metabolism, or excretion properties. Task type varies by dataset: regression for continuous measurements (e.g., permeability, clearance, half-life) or binary classification for categorical outcomes (e.g., BBB penetration, CYP inhibition). Dataset: b3db_classification. The molecule is COC1C(O)CC(=O)OC(C)C/C=C/C=C/C(OC2CCC(N(C)C)C(C)O2)C(C)CC(CC=O)C1OC1OC(C)C(OC2CC(C)(O)C(O)C(C)O2)C(N(C)C)C1O. The result is 0 (does not penetrate BBB).